Dataset: NCI-60 drug combinations with 297,098 pairs across 59 cell lines. Task: Regression. Given two drug SMILES strings and cell line genomic features, predict the synergy score measuring deviation from expected non-interaction effect. (1) Drug 1: C1C(C(OC1N2C=NC3=C(N=C(N=C32)Cl)N)CO)O. Drug 2: C1=NNC2=C1C(=O)NC=N2. Cell line: SF-268. Synergy scores: CSS=11.6, Synergy_ZIP=-4.34, Synergy_Bliss=-4.97, Synergy_Loewe=-4.52, Synergy_HSA=-4.66. (2) Drug 1: C1=NC2=C(N1)C(=S)N=C(N2)N. Drug 2: CC(C)CN1C=NC2=C1C3=CC=CC=C3N=C2N. Cell line: SNB-75. Synergy scores: CSS=4.98, Synergy_ZIP=-3.71, Synergy_Bliss=-1.79, Synergy_Loewe=-4.24, Synergy_HSA=-3.00. (3) Drug 1: CCCS(=O)(=O)NC1=C(C(=C(C=C1)F)C(=O)C2=CNC3=C2C=C(C=N3)C4=CC=C(C=C4)Cl)F. Drug 2: CC1=C(C=C(C=C1)C(=O)NC2=CC(=CC(=C2)C(F)(F)F)N3C=C(N=C3)C)NC4=NC=CC(=N4)C5=CN=CC=C5. Cell line: A549. Synergy scores: CSS=0.827, Synergy_ZIP=0.638, Synergy_Bliss=0.613, Synergy_Loewe=-3.04, Synergy_HSA=-2.70. (4) Drug 1: CC1=C(C=C(C=C1)NC2=NC=CC(=N2)N(C)C3=CC4=NN(C(=C4C=C3)C)C)S(=O)(=O)N.Cl. Drug 2: C1CCC(CC1)NC(=O)N(CCCl)N=O. Cell line: A549. Synergy scores: CSS=13.2, Synergy_ZIP=-4.73, Synergy_Bliss=2.78, Synergy_Loewe=-5.57, Synergy_HSA=1.45. (5) Drug 1: C1=NC2=C(N=C(N=C2N1C3C(C(C(O3)CO)O)F)Cl)N. Drug 2: CC(C)(C#N)C1=CC(=CC(=C1)CN2C=NC=N2)C(C)(C)C#N. Cell line: HCT-15. Synergy scores: CSS=-11.9, Synergy_ZIP=16.5, Synergy_Bliss=14.7, Synergy_Loewe=-6.12, Synergy_HSA=-4.68.